This data is from Full USPTO retrosynthesis dataset with 1.9M reactions from patents (1976-2016). The task is: Predict the reactants needed to synthesize the given product. (1) Given the product [CH3:1][N:2]1[CH:6]=[C:5]([C:7]2[C:8]3[N:9]([N:13]=[C:14]([NH:16][C:18]4[CH:26]=[C:25]5[C:21]([CH2:22][C:23](=[O:27])[NH:24]5)=[CH:20][CH:19]=4)[N:15]=3)[CH:10]=[CH:11][N:12]=2)[CH:4]=[N:3]1, predict the reactants needed to synthesize it. The reactants are: [CH3:1][N:2]1[CH:6]=[C:5]([C:7]2[C:8]3[N:9]([N:13]=[C:14]([NH2:16])[N:15]=3)[CH:10]=[CH:11][N:12]=2)[CH:4]=[N:3]1.Cl[C:18]1[CH:26]=[C:25]2[C:21]([CH2:22][C:23](=[O:27])[NH:24]2)=[CH:20][CH:19]=1. (2) Given the product [Cl:1][C:2]1[CH:7]=[CH:6][C:5]([C:8]2[CH:13]=[C:12]([C:14]([OH:17])([CH3:16])[CH3:15])[N:11]3[N:18]=[CH:19][C:20]([C:21]#[C:22][C:24]4[CH:31]=[CH:30][C:27]([CH2:28][OH:29])=[CH:26][CH:25]=4)=[C:10]3[N:9]=2)=[CH:4][CH:3]=1, predict the reactants needed to synthesize it. The reactants are: [Cl:1][C:2]1[CH:7]=[CH:6][C:5]([C:8]2[CH:13]=[C:12]([C:14]([OH:17])([CH3:16])[CH3:15])[N:11]3[N:18]=[CH:19][C:20]([C:21]#[CH:22])=[C:10]3[N:9]=2)=[CH:4][CH:3]=1.Br[C:24]1[CH:31]=[CH:30][C:27]([CH2:28][OH:29])=[CH:26][CH:25]=1. (3) Given the product [CH3:24][CH:25]([O:28][C:2]1[N:11]=[C:10]([C:12]2[CH:17]=[C:16]([O:18][CH3:19])[C:15]([O:20][CH3:21])=[C:14]([O:22][CH3:23])[CH:13]=2)[CH:9]=[C:8]2[C:3]=1[CH:4]=[CH:5][CH:6]=[N:7]2)[CH:26]=[CH2:27], predict the reactants needed to synthesize it. The reactants are: Cl[C:2]1[N:11]=[C:10]([C:12]2[CH:17]=[C:16]([O:18][CH3:19])[C:15]([O:20][CH3:21])=[C:14]([O:22][CH3:23])[CH:13]=2)[CH:9]=[C:8]2[C:3]=1[CH:4]=[CH:5][CH:6]=[N:7]2.[CH3:24][CH:25]([OH:28])[CH:26]=[CH2:27].